Dataset: Drug-target binding data from BindingDB using IC50 measurements. Task: Regression. Given a target protein amino acid sequence and a drug SMILES string, predict the binding affinity score between them. We predict pIC50 (pIC50 = -log10(IC50 in M); higher means more potent). Dataset: bindingdb_ic50. (1) The drug is CCN(CC)C(=O)c1c(-c2ccc(Cl)cc2)nc2ccc(Cl)cn12. The target protein (P16257) has sequence MSQSWVPAVGLTLVPSLGGFMGAYFVRGEGLRWYASLQKPSWHPPRWTLAPIWGTLYSAMGYGSYIIWKELGGFTEEAMVPLGLYTGQLALNWAWPPIFFGARQMGWALVDLMLVSGVATATTLAWHRVSPPAARLLYPYLAWLAFATMLNYYVWRDNSGRRGGSRLTE. The pIC50 is 5.7. (2) The small molecule is Cc1ccc(S(=O)(=O)Nc2ccc3c(c2)C(=O)N(Cc2ccc(Cl)cc2)C3=O)cc1. The target protein (Q02401) has sequence MELPWTALFLSTVLLGLSCQGSDWESDRNFISAAGPLTNDLVLNLNYPPGKQGSDVVSGNTDHLLCQQPLPSFLSQYFSSLRASQVTHYKVLLSWAQLLPTGSSKNPDQEAVQCYRQLLQSLKDAQLEPMVVLCHQTPPTSSAIQREGAFADLFADYATLAFQSFGDLVEIWFTFSDLEKVIMDLPHKDLKASALQTLSNAHRRAFEIYHRKFSSQGGKLSVVLKAEDIPELLPDPALAALVQGSVDFLSLDLSYECQSVATLPQKLSELQNLEPKVKVFIYTLKLEDCPATGTSPSSLLISLLEAINKDQIQTVGFDVNAFLSCTSNSEESPSCSLTDSLALQTEQQQETAVPSSPGSAYQRVWAAFANQSREERDAFLQDVFPEGFLWGISTGAFNVEGGWAEGGRGPSIWDHYGNLNAAEGQATAKVASDSYHKPASDVALLRGIRAQVYKFSISWSGLFPLGQKSTPNRQGVAYYNKLIDRLLDSHIEPMATLFHW.... The pIC50 is 3.8. (3) The drug is CN[C@@H](C)C(=O)N[C@@H]1C(=O)N(Cc2nn(-c3ccccc3C#N)c3ccccc23)c2ccccc2N(C(=O)C2CCOCC2)[C@H]1C. The target protein sequence is MRHHHHHHRDHFALDRPSETHADYLLRTGQVVDISDTIYPRNPAMYSEEARLKSFQNWPDYAHLTPRELASAGLYYTGIGDQVQCFACGGKLKNWEPGDFPNCFFVLGRAWSEHRRHRNLNIRSE. The pIC50 is 7.9. (4) The small molecule is CN(C)C1CCCn2c1nc(C(=O)NCc1ccc(F)cc1)c(O)c2=O. The target protein (P04585) has sequence MGARASVLSGGELDRWEKIRLRPGGKKKYKLKHIVWASRELERFAVNPGLLETSEGCRQILGQLQPSLQTGSEELRSLYNTVATLYCVHQRIEIKDTKEALDKIEEEQNKSKKKAQQAAADTGHSNQVSQNYPIVQNIQGQMVHQAISPRTLNAWVKVVEEKAFSPEVIPMFSALSEGATPQDLNTMLNTVGGHQAAMQMLKETINEEAAEWDRVHPVHAGPIAPGQMREPRGSDIAGTTSTLQEQIGWMTNNPPIPVGEIYKRWIILGLNKIVRMYSPTSILDIRQGPKEPFRDYVDRFYKTLRAEQASQEVKNWMTETLLVQNANPDCKTILKALGPAATLEEMMTACQGVGGPGHKARVLAEAMSQVTNSATIMMQRGNFRNQRKIVKCFNCGKEGHTARNCRAPRKKGCWKCGKEGHQMKDCTERQANFLREDLAFLQGKAREFSSEQTRANSPTRRELQVWGRDNNSPSEAGADRQGTVSFNFPQVTLWQRPLVT.... The pIC50 is 7.2. (5) The small molecule is Cc1ccc(C2=CCC(C)(C)c3cc(C(O)/C=C/c4ccc(C(=O)O)cc4)ccc32)cc1. The target protein (P11416) has sequence MASNSSSCPTPGGGHLNGYPVPPYAFFFPPMLGGLSPPGALTSLQHQLPVSGYSTPSPATIETQSSSSEEIVPSPPSPPPLPRIYKPCFVCQDKSSGYHYGVSACEGCKGFFRRSIQKNMVYTCHRDKNCIINKVTRNRCQYCRLQKCFDVGMSKESVRNDRNKKKKEAPKPECSESYTLTPEVGELIEKVRKAHQETFPALCQLGKYTTNNSSEQRVSLDIDLWDKFSELSTKCIIKTVEFAKQLPGFTTLTIADQITLLKAACLDILILRICTRYTPEQDTMTFSDGLTLNRTQMHNAGFGPLTDLVFAFANQLLPLEMDDAETGLLSAICLICGDRQDLEQPDKVDMLQEPLLEALKVYVRKRRPSRPHMFPKMLMKITDLRSISAKGAERVITLKMEIPGSMPPLIQEMLENSEGLDTLSGQSGGGTRDGGGLAPPPGSCSPSLSPSSHRSSPATQSP. The pIC50 is 6.4. (6) The drug is CN1C(=O)C(=Cc2ccc3c(c2)OCO3)N=C1Nc1ccc(O)cc1. The target protein (O35492) has sequence MPVLSARRKRLASTAGPRRGSGPSLAVRWVPPLGPEPSSDRGRAPMRPRGPTCSTTRRGAGRGPRLLPGPPGRDLHRCRPDPGGAGQSPRVCEFGARAVRPLGRVEPGPPTAASREGAVLPRAEARAGSGRGARSGEWGLAAAGAWETMHHCKRYRSPEPDPYLSYRWKRRRSYSREHEGRLRYPSRREPPPRRSRSRSHDRIPYQRRYREHRDSDTYRCEERSPSFGEDCYGSSRSRHRRRSRERAPYRTRKHAHHCHKRRTRSCSSASSRSQQSSKRSSRSVEDDKEGHLVCRIGDWLQERYEIVGNLGEGTFGKVVECLDHARGKSQVALKIIRNVGKYREAARLEINVLKKIKEKDKENKFLCVLMSDWFNFHGHMCIAFELLGKNTFEFLKENNFQPYPLPHVRHMAYQLCHALRFLHENQLTHTDLKPENILFVNSEFETLYNEHKSCEEKSVKNTSIRVADFGSATFDHEHHTTIVATRHYRPPEVILELGWA.... The pIC50 is 5.4. (7) The compound is CCOc1ccc2nc(-c3ccc(C4(N)CCC4)cc3)c(-c3ccccc3)n2c1. The target protein (P31749) has sequence MSDVAIVKEGWLHKRGEYIKTWRPRYFLLKNDGTFIGYKERPQDVDQREAPLNNFSVAQCQLMKTERPRPNTFIIRCLQWTTVIERTFHVETPEEREEWTTAIQTVADGLKKQEEEEMDFRSGSPSDNSGAEEMEVSLAKPKHRVTMNEFEYLKLLGKGTFGKVILVKEKATGRYYAMKILKKEVIVAKDEVAHTLTENRVLQNSRHPFLTALKYSFQTHDRLCFVMEYANGGELFFHLSRERVFSEDRARFYGAEIVSALDYLHSEKNVVYRDLKLENLMLDKDGHIKITDFGLCKEGIKDGATMKTFCGTPEYLAPEVLEDNDYGRAVDWWGLGVVMYEMMCGRLPFYNQDHEKLFELILMEEIRFPRTLGPEAKSLLSGLLKKDPKQRLGGGSEDAKEIMQHRFFAGIVWQHVYEKKLSPPFKPQVTSETDTRYFDEEFTAQMITITPPDQDDSMECVDSERRPHFPQFSYSASGTA. The pIC50 is 6.7. (8) The small molecule is C[C@]1(/C=C/c2cncs2)[C@H](C(=O)O)N2C(=O)C[C@H]2S1(=O)=O. The target protein sequence is MTENKGSSQPKKNGNNGGKSNSKKNRNVKRTIIKIIGFMIIAFFVVLLLGILLFAYYAWKAPAFTEAKLQDPIPAKIYDKNGELVKTLDNGQRHEHVNLKDVPKSMKDAVLATEDNRFYEHGALDYKRLFGAIGKNLTGGFGSEGASTLTQQVVKDAFLSQHKSIGRKAQEAYLSYRLEQEYSKDDIFQVYLNKIYYSDGVTGIKAAAKYYFNKDLKDLNLAEEAYLAGLPQVPNNYNIYDHPKAAEDRKNTVLYLMHYHKRITDKQWEDAKKIDLKANLVNRTAEERQNIDTNQDSEYNSYVNFVKSELMNNKAFKDENLGNVLQSGIKIYTNMDKDVQKTLQNDVDNGSFYKNKDQQVGATILDSKTGGLVAISGGRDFKDVVNRNQATDPHPTGSSLKPFLAYGPAIENMKWATNHAIQDESSYQVDGSTFRNYDTKSHGTVSIYDALRQSFNIPALKAWQSVKQNAGNDAPKKFAAKLGLNYEGDIGPSEVLGGSA.... The pIC50 is 4.1.